This data is from Forward reaction prediction with 1.9M reactions from USPTO patents (1976-2016). The task is: Predict the product of the given reaction. (1) Given the reactants [C:1]([C:3]1[C:4]([C:26]2[CH:31]=[CH:30][C:29]([C:32]([F:35])([F:34])[F:33])=[CH:28][CH:27]=2)=[CH:5][C:6]([CH2:9][NH:10][C:11]([C@@H:13]2[CH2:17][C@@H:16]([F:18])[CH2:15][N:14]2C(OC(C)(C)C)=O)=[O:12])=[N:7][CH:8]=1)#[N:2].C(O)(C(F)(F)F)=O.[Cl:43]CCl, predict the reaction product. The product is: [ClH:43].[C:1]([C:3]1[C:4]([C:26]2[CH:31]=[CH:30][C:29]([C:32]([F:34])([F:35])[F:33])=[CH:28][CH:27]=2)=[CH:5][C:6]([CH2:9][NH:10][C:11]([C@@H:13]2[CH2:17][C@@H:16]([F:18])[CH2:15][NH:14]2)=[O:12])=[N:7][CH:8]=1)#[N:2]. (2) Given the reactants [C:1]([C:3]1[C:8]([CH3:9])=[CH:7][CH:6]=[CH:5][C:4]=1[S:10](Cl)(=[O:12])=[O:11])#[N:2].[NH:14]1[CH:18]=[CH:17][N:16]=[CH:15]1.C(N(CC)CC)C.[Cl-].[NH4+], predict the reaction product. The product is: [CH3:9][C:8]1[CH:7]=[CH:6][CH:5]=[C:4]([S:10]([N:14]2[CH:18]=[CH:17][N:16]=[CH:15]2)(=[O:12])=[O:11])[C:3]=1[C:1]#[N:2]. (3) Given the reactants [Cl:1][C:2]1[N:3](CC2C=CC(OC)=CC=2)[CH:4]=[C:5]2[C:10]=1[C:9](=[O:11])[N:8]([CH3:12])[C:7](=[O:13])[N:6]2[CH2:14][CH:15]([CH3:17])[CH3:16].C(O)(C(F)(F)F)=O.C(S(O)(=O)=O)(F)(F)F, predict the reaction product. The product is: [Cl:1][C:2]1[NH:3][CH:4]=[C:5]2[C:10]=1[C:9](=[O:11])[N:8]([CH3:12])[C:7](=[O:13])[N:6]2[CH2:14][CH:15]([CH3:17])[CH3:16]. (4) Given the reactants [Cl:1][C:2]1[CH:3]=[C:4]2[C:8](=[CH:9][CH:10]=1)[NH:7][CH:6]([C:11]([O:13]C)=O)[CH2:5]2, predict the reaction product. The product is: [CH2:6]([NH:7][C:11]([CH:6]1[CH2:5][C:4]2[C:8](=[CH:9][CH:10]=[C:2]([Cl:1])[CH:3]=2)[NH:7]1)=[O:13])[CH2:5][CH2:4][CH3:3]. (5) The product is: [C:4]([CH:5]([NH:6][C:7]([C:9]1[C:13]([N+:14]([O-:16])=[O:15])=[CH:12][N:11]([CH:17]2[CH2:22][CH2:21][CH2:20][CH2:19][O:18]2)[N:10]=1)=[O:8])[CH2:31][CH:30]=[CH2:29])(=[O:3])[C:23]1[CH:28]=[CH:27][CH:26]=[CH:25][CH:24]=1. Given the reactants [H-].[Na+].[O:3]=[C:4]([C:23]1[CH:28]=[CH:27][CH:26]=[CH:25][CH:24]=1)[CH2:5][NH:6][C:7]([C:9]1[C:13]([N+:14]([O-:16])=[O:15])=[CH:12][N:11]([CH:17]2[CH2:22][CH2:21][CH2:20][CH2:19][O:18]2)[N:10]=1)=[O:8].[CH2:29](Br)[CH:30]=[CH2:31], predict the reaction product.